Task: Predict which catalyst facilitates the given reaction.. Dataset: Catalyst prediction with 721,799 reactions and 888 catalyst types from USPTO (1) Reactant: [NH2:1][C:2]([NH2:4])=[S:3].[CH3:5][CH:6]([CH3:14])[C:7](=O)[CH2:8][C:9](OC)=[O:10].C([O-])([O-])=O.[K+].[K+].Cl. Product: [CH:6]([C:7]1[N:4]=[C:2]([SH:3])[N:1]=[C:9]([OH:10])[CH:8]=1)([CH3:14])[CH3:5]. The catalyst class is: 72. (2) Reactant: [NH2:1][C:2]1[N:7]=[CH:6][N:5]=[C:4]2[N:8]([CH:32]3[CH2:37][CH2:36][N:35]([CH2:38][C:39]4[N:40]=[C:41]([CH3:44])[NH:42][CH:43]=4)[CH2:34][CH2:33]3)[N:9]=[C:10]([C:11]3[CH:16]=[CH:15][C:14]([NH:17][C:18]([C:20]4[N:21]([CH3:29])[C:22]5[C:27]([CH:28]=4)=[CH:26][CH:25]=[CH:24][CH:23]=5)=[O:19])=[C:13]([O:30][CH3:31])[CH:12]=3)[C:3]=12.[C:45]([OH:52])(=[O:51])/[CH:46]=[CH:47]\[C:48]([OH:50])=[O:49]. Product: [C:45]([OH:52])(=[O:51])/[CH:46]=[CH:47]\[C:48]([OH:50])=[O:49].[C:45]([OH:52])(=[O:51])/[CH:46]=[CH:47]\[C:48]([OH:50])=[O:49].[NH2:1][C:2]1[N:7]=[CH:6][N:5]=[C:4]2[N:8]([CH:32]3[CH2:37][CH2:36][N:35]([CH2:38][C:39]4[N:40]=[C:41]([CH3:44])[NH:42][CH:43]=4)[CH2:34][CH2:33]3)[N:9]=[C:10]([C:11]3[CH:16]=[CH:15][C:14]([NH:17][C:18]([C:20]4[N:21]([CH3:29])[C:22]5[C:27]([CH:28]=4)=[CH:26][CH:25]=[CH:24][CH:23]=5)=[O:19])=[C:13]([O:30][CH3:31])[CH:12]=3)[C:3]=12. The catalyst class is: 336. (3) The catalyst class is: 6. Reactant: [F:1][C:2]1[CH:50]=[CH:49][C:5]([CH2:6][S:7][C:8]2[N:13]([CH2:14][C:15]3[N:16]([CH2:28][C:29]4[CH:34]=[CH:33][C:32]([C:35]5[CH:40]=[CH:39][C:38]([C:41]([F:44])([F:43])[F:42])=[CH:37][CH:36]=5)=[CH:31][CH:30]=4)[C:17]([CH2:20][N:21]([CH3:27])[CH2:22][C:23]([O:25]C)=[O:24])=[N:18][N:19]=3)[C:12]3[CH2:45][CH2:46][CH2:47][C:11]=3[C:10](=[O:48])[N:9]=2)=[CH:4][CH:3]=1.CC(O)C.C(Cl)Cl.O.[OH-].[Na+]. Product: [F:1][C:2]1[CH:50]=[CH:49][C:5]([CH2:6][S:7][C:8]2[N:13]([CH2:14][C:15]3[N:16]([CH2:28][C:29]4[CH:34]=[CH:33][C:32]([C:35]5[CH:36]=[CH:37][C:38]([C:41]([F:42])([F:43])[F:44])=[CH:39][CH:40]=5)=[CH:31][CH:30]=4)[C:17]([CH2:20][N:21]([CH3:27])[CH2:22][C:23]([OH:25])=[O:24])=[N:18][N:19]=3)[C:12]3[CH2:45][CH2:46][CH2:47][C:11]=3[C:10](=[O:48])[N:9]=2)=[CH:4][CH:3]=1. (4) Reactant: C(=O)([O-])[O-].[Cs+].[Cs+].Br[CH2:8][C:9]1[CH:14]=[CH:13][C:12]([F:15])=[CH:11][CH:10]=1.[OH:16][C:17]1[CH:22]=[CH:21][C:20]([S:23]([NH:26][CH2:27][C@H:28]([N:33]2[CH2:38][CH2:37][CH2:36][CH2:35][CH2:34]2)[C:29]([O:31][CH3:32])=[O:30])(=[O:25])=[O:24])=[CH:19][CH:18]=1. Product: [F:15][C:12]1[CH:13]=[CH:14][C:9]([CH2:8][O:16][C:17]2[CH:18]=[CH:19][C:20]([S:23]([NH:26][CH2:27][C@H:28]([N:33]3[CH2:38][CH2:37][CH2:36][CH2:35][CH2:34]3)[C:29]([O:31][CH3:32])=[O:30])(=[O:25])=[O:24])=[CH:21][CH:22]=2)=[CH:10][CH:11]=1. The catalyst class is: 21. (5) Reactant: C(=O)([O-])[O-].[K+].[K+].I[CH2:8][CH3:9].[OH:10][C:11]1[CH:19]=[C:18]([N+:20]([O-:22])=[O:21])[CH:17]=[CH:16][C:12]=1[C:13]([OH:15])=[O:14].[C:23](OCC)(=O)[CH3:24]. Product: [CH2:23]([O:10][C:11]1[CH:19]=[C:18]([N+:20]([O-:22])=[O:21])[CH:17]=[CH:16][C:12]=1[C:13]([O:15][CH2:8][CH3:9])=[O:14])[CH3:24]. The catalyst class is: 131.